This data is from Forward reaction prediction with 1.9M reactions from USPTO patents (1976-2016). The task is: Predict the product of the given reaction. (1) Given the reactants [Br:1][C:2]1[CH:3]=[C:4]([CH:12]=[C:13]([CH:15]([OH:20])[C:16]([F:19])([F:18])[F:17])[CH:14]=1)[C:5]([O:7][C:8]([CH3:11])([CH3:10])[CH3:9])=[O:6].CC(OI1(OC(C)=O)(OC(C)=O)OC(=O)C2C1=CC=CC=2)=O.C([O-])(O)=O.[Na+].[O-]S([O-])=O.[Na+].[Na+], predict the reaction product. The product is: [Br:1][C:2]1[CH:3]=[C:4]([CH:12]=[C:13]([C:15](=[O:20])[C:16]([F:18])([F:19])[F:17])[CH:14]=1)[C:5]([O:7][C:8]([CH3:11])([CH3:9])[CH3:10])=[O:6]. (2) Given the reactants [F:1][C:2]([F:7])([F:6])[CH:3]([OH:5])[CH3:4].C[Si]([N-][Si](C)(C)C)(C)C.[Na+].Cl[C:19]1[CH:28]=[C:27]([C:29]([F:32])([F:31])[F:30])[C:22]([C:23]([O:25]C)=[O:24])=[CH:21][N:20]=1, predict the reaction product. The product is: [F:32][C:29]([F:30])([F:31])[C:27]1[C:22]([C:23]([OH:25])=[O:24])=[CH:21][N:20]=[C:19]([O:5][CH:3]([CH3:4])[C:2]([F:7])([F:6])[F:1])[CH:28]=1. (3) Given the reactants [IH:1].O.Cl[C:4]1[N:9]=[C:8]([CH3:10])[CH:7]=[C:6]([CH3:11])[N:5]=1.C([O-])([O-])=O.[K+].[K+], predict the reaction product. The product is: [I:1][C:4]1[N:9]=[C:8]([CH3:10])[CH:7]=[C:6]([CH3:11])[N:5]=1. (4) Given the reactants [I:1][C:2]1[CH:10]=[CH:9][CH:8]=[CH:7][C:3]=1[C:4]([OH:6])=O.C1(C)C=CC=CC=1.S(Cl)(Cl)=[O:19].OCCOCC[N:28]1[CH2:33][CH2:32][NH:31][CH2:30][CH2:29]1.[CH2:34]1[CH2:38][O:37][CH2:36][CH2:35]1, predict the reaction product. The product is: [OH:19][CH2:35][CH2:36][O:37][CH2:38][CH2:34][CH:30]1[CH2:29][NH:28][CH2:33][CH2:32][N:31]1[C:9]1[CH:8]=[CH:7][C:3]([CH:4]=[O:6])=[C:2]([I:1])[CH:10]=1. (5) Given the reactants [C:1]([C:3]1[CH:8]=[CH:7][C:6]([C@@H:9]2[C:14]([C:15]([NH2:17])=O)=[C:13]([CH3:18])[N:12]([C:19]3[CH:24]=[CH:23][CH:22]=[C:21]([C:25]([F:28])([F:27])[F:26])[CH:20]=3)[C:11](=[O:29])[NH:10]2)=[C:5]([S:30][CH3:31])[CH:4]=1)#[N:2].[OH-].COC(NS([N+](CC)(CC)CC)(=O)=O)=O, predict the reaction product. The product is: [C:1]([C:3]1[CH:8]=[CH:7][C:6]([C@@H:9]2[C:14]([C:15]#[N:17])=[C:13]([CH3:18])[N:12]([C:19]3[CH:24]=[CH:23][CH:22]=[C:21]([C:25]([F:27])([F:28])[F:26])[CH:20]=3)[C:11](=[O:29])[NH:10]2)=[C:5]([S:30][CH3:31])[CH:4]=1)#[N:2]. (6) Given the reactants [F:1][C:2]([F:21])([C:14]1[CH:19]=[CH:18][C:17]([F:20])=[CH:16][CH:15]=1)[C:3]([NH:5][C:6]1[S:7][CH:8]=[CH:9][C:10]=1[C:11]([NH2:13])=[O:12])=O.C[Si](Cl)(C)C, predict the reaction product. The product is: [F:1][C:2]([F:21])([C:14]1[CH:19]=[CH:18][C:17]([F:20])=[CH:16][CH:15]=1)[C:3]1[N:13]=[C:11]([OH:12])[C:10]2[CH:9]=[CH:8][S:7][C:6]=2[N:5]=1. (7) The product is: [Br:1][C:2]1[CH:3]=[C:4]2[C:10]([C:26]3[CH:25]=[CH:24][C:29]([O:36][CH3:33])=[CH:28][N:27]=3)=[C:9]([CH3:39])[N:8]([S:12]([C:15]3[CH:21]=[CH:20][C:18]([CH3:19])=[CH:17][CH:16]=3)(=[O:14])=[O:13])[C:5]2=[N:6][CH:7]=1. Given the reactants [Br:1][C:2]1[CH:3]=[C:4]2[C:10](I)=[CH:9][N:8]([S:12]([C:15]3[CH:21]=[CH:20][C:18]([CH3:19])=[CH:17][CH:16]=3)(=[O:14])=[O:13])[C:5]2=[N:6][CH:7]=1.CO[C:24]1[CH:29]=[CH:28][N:27]=[C:26](B(O)O)[CH:25]=1.[C:33]([O-:36])([O-])=O.[Cs+].[Cs+].[CH3:39]N(C=O)C, predict the reaction product.